From a dataset of Reaction yield outcomes from USPTO patents with 853,638 reactions. Predict the reaction yield, written as a fraction of the theoretical maximum amount of product (1.0 means a 100% yield; for example, 0.34 means a 34% yield). (1) The reactants are [S:1]1[CH:5]=[CH:4][CH:3]=[C:2]1[S:6]([NH:9][C:10]1[CH:11]=[C:12]([O:30][C:31]([F:34])([F:33])[F:32])[CH:13]=[C:14]2[C:18]=1[NH:17][C:16]([C:19]1[S:20][CH:21]([CH2:24][C:25]([O:27]CC)=[O:26])[CH2:22][N:23]=1)=[CH:15]2)(=[O:8])=[O:7].[OH-].[Na+].O1CCCC1.C(O)(=O)CC(CC(O)=O)(C(O)=O)O. The catalyst is C(O)C. The product is [S:1]1[CH:5]=[CH:4][CH:3]=[C:2]1[S:6]([NH:9][C:10]1[CH:11]=[C:12]([O:30][C:31]([F:32])([F:34])[F:33])[CH:13]=[C:14]2[C:18]=1[NH:17][C:16]([C:19]1[S:20][CH:21]([CH2:24][C:25]([OH:27])=[O:26])[CH2:22][N:23]=1)=[CH:15]2)(=[O:7])=[O:8]. The yield is 0.640. (2) The reactants are [C:1]([NH:4][C:5]1[C:12]([Cl:13])=[CH:11][C:8]([C:9]#[N:10])=[CH:7][C:6]=1[Cl:14])(=[O:3])[CH3:2].[H-].[Al+3].[Li+].[H-].[H-].[H-].O.O.O.O.O.O.O.O.O.O.S([O-])([O-])(=O)=O.[Na+].[Na+]. The catalyst is C1COCC1. The product is [C:1]([NH:4][C:5]1[C:6]([Cl:14])=[CH:7][C:8]([CH2:9][NH2:10])=[CH:11][C:12]=1[Cl:13])(=[O:3])[CH3:2]. The yield is 0.300. (3) The reactants are [F:1][C:2]([F:21])([F:20])[CH:3]([OH:19])[CH2:4][N:5]1[CH2:10][CH2:9][CH2:8][CH:7]([C:11]2[CH:16]=[CH:15][CH:14]=[CH:13][C:12]=2[O:17][CH3:18])[CH2:6]1.[Cl:22][C:23]1[CH:28]=[CH:27][C:26]([N:29]=[C:30]=[O:31])=[CH:25][CH:24]=1. The catalyst is C(#N)C. The product is [F:21][C:2]([F:1])([F:20])[CH:3]([O:19][C:30](=[O:31])[NH:29][C:26]1[CH:27]=[CH:28][C:23]([Cl:22])=[CH:24][CH:25]=1)[CH2:4][N:5]1[CH2:10][CH2:9][CH2:8][CH:7]([C:11]2[CH:16]=[CH:15][CH:14]=[CH:13][C:12]=2[O:17][CH3:18])[CH2:6]1. The yield is 0.630. (4) The reactants are [CH3:1][O:2][CH2:3][CH2:4][O:5][CH2:6][CH2:7][O:8][CH2:9][CH2:10][O:11][C:12]1[CH:17]=[C:16]([N+:18]([O-])=O)[CH:15]=[CH:14][C:13]=1[C:21]1[S:22][C:23]2[CH:29]=[CH:28][CH:27]=[CH:26][C:24]=2[N:25]=1.O.O.[Sn](Cl)Cl.CCOC(C)=O. The catalyst is CCO. The product is [S:22]1[C:23]2[CH:29]=[CH:28][CH:27]=[CH:26][C:24]=2[N:25]=[C:21]1[C:13]1[CH:14]=[CH:15][C:16]([NH2:18])=[CH:17][C:12]=1[O:11][CH2:10][CH2:9][O:8][CH2:7][CH2:6][O:5][CH2:4][CH2:3][O:2][CH3:1]. The yield is 0.920. (5) The reactants are [C:1]12([NH:6][C:7]([C:9]3[CH:10]=[C:11]([C:16]4[CH:17]=[C:18]5[C:25]([C:26]([NH:28][CH3:29])=[O:27])=[C:24]([C:30]6[CH:35]=[CH:34][C:33]([F:36])=[CH:32][CH:31]=6)[O:23][C:19]5=[N:20][C:21]=4Cl)[CH:12]=[CH:13][C:14]=3[F:15])=[O:8])[CH2:5][CH:3]([CH2:4]1)[CH2:2]2.[O-]P([O-])([O-])=O.[K+].[K+].[K+].[CH:45]1(P(C2CCCCC2)C2C(C3C(OC)=CC=CC=3OC)=CC(S([O-])(=O)=O)=CC=2)[CH2:50]CCC[CH2:46]1.[Na+].CN1CC(=O)OB(/C=C/C)OC(=O)C1. The catalyst is C(O[Pd]OC(=O)C)(=O)C. The product is [C:1]12([NH:6][C:7]([C:9]3[CH:10]=[C:11]([C:16]4[CH:17]=[C:18]5[C:25]([C:26]([NH:28][CH3:29])=[O:27])=[C:24]([C:30]6[CH:35]=[CH:34][C:33]([F:36])=[CH:32][CH:31]=6)[O:23][C:19]5=[N:20][C:21]=4/[CH:46]=[CH:45]/[CH3:50])[CH:12]=[CH:13][C:14]=3[F:15])=[O:8])[CH2:5][CH:3]([CH2:4]1)[CH2:2]2. The yield is 0.760. (6) The reactants are [CH3:1][O:2][C:3]([C:5]1[CH:10]=[C:9]([NH2:11])[N:8]=[C:7](Cl)[N:6]=1)=[O:4].[Cl:13][C:14]1[CH:19]=[CH:18][C:17](B(O)O)=[C:16]([F:23])[C:15]=1[O:24][CH3:25]. The catalyst is COCCOC.O.Cl[Pd](Cl)([P](C1C=CC=CC=1)(C1C=CC=CC=1)C1C=CC=CC=1)[P](C1C=CC=CC=1)(C1C=CC=CC=1)C1C=CC=CC=1. The product is [CH3:1][O:2][C:3]([C:5]1[CH:10]=[C:9]([NH2:11])[N:8]=[C:7]([C:17]2[CH:18]=[CH:19][C:14]([Cl:13])=[C:15]([O:24][CH3:25])[C:16]=2[F:23])[N:6]=1)=[O:4]. The yield is 0.535. (7) The reactants are [NH:1]([CH2:5][CH2:6][OH:7])[CH2:2][CH2:3][OH:4].[Cl:8][C:9]1[S:13][C:12]([S:14](Cl)(=[O:16])=[O:15])=[CH:11][CH:10]=1.C(N(CC)CC)C. The catalyst is C1COCC1. The product is [OH:4][CH2:3][CH2:2][N:1]([CH2:5][CH2:6][OH:7])[S:14]([C:12]1[S:13][C:9]([Cl:8])=[CH:10][CH:11]=1)(=[O:16])=[O:15]. The yield is 0.880.